Regression. Given a peptide amino acid sequence and an MHC pseudo amino acid sequence, predict their binding affinity value. This is MHC class I binding data. From a dataset of Peptide-MHC class I binding affinity with 185,985 pairs from IEDB/IMGT. (1) The peptide sequence is ANNNRLPKR. The MHC is HLA-A11:01 with pseudo-sequence HLA-A11:01. The binding affinity (normalized) is 0.135. (2) The peptide sequence is LITNTIAGV. The MHC is HLA-A03:01 with pseudo-sequence HLA-A03:01. The binding affinity (normalized) is 0.0847. (3) The binding affinity (normalized) is 0.660. The peptide sequence is IFGAFPSL. The MHC is H-2-Kb with pseudo-sequence H-2-Kb. (4) The peptide sequence is RRWIQLGLQK. The MHC is HLA-A01:01 with pseudo-sequence HLA-A01:01. The binding affinity (normalized) is 0.